Dataset: Catalyst prediction with 721,799 reactions and 888 catalyst types from USPTO. Task: Predict which catalyst facilitates the given reaction. (1) Reactant: Br[C:2]1[CH:7]=[CH:6][C:5]([Br:8])=[CH:4][N:3]=1. Product: [Br:8][C:5]1[CH:6]=[CH:7][C:2]([C:2]2[CH:7]=[CH:6][C:5]([Br:8])=[CH:4][N:3]=2)=[N:3][CH:4]=1. The catalyst class is: 48. (2) Reactant: [F:1][C:2]1[CH:10]=[C:9]2[C:5]([CH:6]=[CH:7][NH:8]2)=[CH:4][C:3]=1[C:11]([OH:13])=[O:12].[I:14]I.[OH-].[K+].S([O-])(O)=O.[Na+].Cl. Product: [F:1][C:2]1[CH:10]=[C:9]2[C:5]([C:6]([I:14])=[CH:7][NH:8]2)=[CH:4][C:3]=1[C:11]([OH:13])=[O:12]. The catalyst class is: 3. (3) Reactant: C(OC([N:8]1[C:16]2[CH:15]=[CH:14][N:13]=[CH:12][C:11]=2[CH:10]=[C:9]1[CH2:17][N:18]1[CH2:23][CH2:22][N:21]([CH2:24][C:25]2[N:33](C(OC(C)(C)C)=O)[C:32]3[CH:31]=[CH:30][N:29]=[CH:28][C:27]=3[CH:26]=2)[CH2:20][C:19]1=[O:41])=O)(C)(C)C.C(O)(C(F)(F)F)=O. Product: [NH:8]1[C:16]2[CH:15]=[CH:14][N:13]=[CH:12][C:11]=2[CH:10]=[C:9]1[CH2:17][N:18]1[CH2:23][CH2:22][N:21]([CH2:24][C:25]2[NH:33][C:32]3[CH:31]=[CH:30][N:29]=[CH:28][C:27]=3[CH:26]=2)[CH2:20][C:19]1=[O:41]. The catalyst class is: 2. (4) Reactant: [CH3:1][O:2][C:3](=[O:21])/[C:4](/[NH:10][C:11]([O:13][CH2:14][C:15]1[CH:20]=[CH:19][CH:18]=[CH:17][CH:16]=1)=[O:12])=[CH:5]/[Si:6]([CH3:9])([CH3:8])[CH3:7]. Product: [CH3:1][O:2][C:3](=[O:21])[C@@H:4]([NH:10][C:11]([O:13][CH2:14][C:15]1[CH:20]=[CH:19][CH:18]=[CH:17][CH:16]=1)=[O:12])[CH2:5][Si:6]([CH3:9])([CH3:7])[CH3:8]. The catalyst class is: 13.